This data is from Full USPTO retrosynthesis dataset with 1.9M reactions from patents (1976-2016). The task is: Predict the reactants needed to synthesize the given product. (1) Given the product [CH2:28]([NH:33][C:19]([C:14]1[C:13]([C:8]2[CH:9]=[CH:10][CH:11]=[CH:12][C:7]=2[CH2:6][N:5]2[C:4](=[O:22])[C:3]3=[CH:23][CH:24]=[CH:25][CH:26]=[C:2]3[C:1]2=[O:27])=[CH:18][CH:17]=[CH:16][CH:15]=1)=[O:20])[CH2:29][CH:30]([CH3:32])[CH3:31], predict the reactants needed to synthesize it. The reactants are: [C:1]1(=[O:27])[N:5]([CH2:6][C:7]2[CH:12]=[CH:11][CH:10]=[CH:9][C:8]=2[C:13]2[C:14]([C:19](O)=[O:20])=[CH:15][CH:16]=[CH:17][CH:18]=2)[C:4](=[O:22])[C:3]2=[CH:23][CH:24]=[CH:25][CH:26]=[C:2]12.[CH2:28]([NH2:33])[CH2:29][CH:30]([CH3:32])[CH3:31].C1C=CC2N(O)N=NC=2C=1.CC(C)N=C=NC(C)C. (2) Given the product [CH3:41][O:42][C:43]1[CH:48]=[CH:47][C:46]([C@@H:49]([N:52]2[CH2:57][CH2:56][C:55]3([CH2:69][CH2:68][C:60](=[O:61])[CH2:59][CH2:58]3)[O:54][C:53]2=[O:70])[CH2:50][CH3:51])=[CH:45][CH:44]=1, predict the reactants needed to synthesize it. The reactants are: COC1C=CC([C@@H](NCCC2(O)CCC3(OCC(C)(C)CO3)CC2)CC)=CC=1.ClC(Cl)(OC(=O)OC(Cl)(Cl)Cl)Cl.[CH3:41][O:42][C:43]1[CH:48]=[CH:47][C:46]([C@@H:49]([N:52]2[CH2:57][CH2:56][C:55]3([CH2:69][CH2:68][C:60]4(OCC(C)(C)C[O:61]4)[CH2:59][CH2:58]3)[O:54][C:53]2=[O:70])[CH2:50][CH3:51])=[CH:45][CH:44]=1. (3) Given the product [C:1]12([NH:11][CH2:18][C:17]3[CH:20]=[CH:21][C:14]([O:13][CH3:12])=[CH:15][CH:16]=3)[CH2:8][CH:7]3[CH2:6][CH:5]([CH2:4][CH:3]([CH2:9]3)[CH2:2]1)[CH2:10]2, predict the reactants needed to synthesize it. The reactants are: [C:1]12([NH2:11])[CH2:10][CH:5]3[CH2:6][CH:7]([CH2:9][CH:3]([CH2:4]3)[CH2:2]1)[CH2:8]2.[CH3:12][O:13][C:14]1[CH:21]=[CH:20][C:17]([CH:18]=O)=[CH:16][CH:15]=1. (4) Given the product [Cl:29][C:30]1[CH:35]=[CH:34][C:33]([C:10]2[C:9]([O:18][CH2:17][C:16]([F:20])([F:19])[F:15])=[N:8][C:7]([CH3:14])=[C:6]([CH:11]=2)[C:4]([NH:21][C@@H:22]2[CH2:27][CH2:26][CH2:25][CH2:24][C@H:23]2[OH:28])=[O:5])=[CH:32][CH:31]=1, predict the reactants needed to synthesize it. The reactants are: C(O[C:4]([C:6]1[C:7]([CH3:14])=[N:8][C:9](Cl)=[C:10](Br)[CH:11]=1)=[O:5])C.[F:15][C:16]([F:20])([F:19])[CH2:17][OH:18].[NH2:21][C@@H:22]1[CH2:27][CH2:26][CH2:25][CH2:24][C@H:23]1[OH:28].[Cl:29][C:30]1[CH:35]=[CH:34][C:33](B(O)O)=[CH:32][CH:31]=1. (5) Given the product [ClH:29].[CH2:1]([C:5]1[N:6]([CH2:18][CH2:19][CH2:20][NH2:21])[C:7]2[C:16]3[CH:15]=[CH:14][CH:13]=[CH:12][C:11]=3[N:10]=[CH:9][C:8]=2[N:17]=1)[CH2:2][CH2:3][CH3:4], predict the reactants needed to synthesize it. The reactants are: [CH2:1]([C:5]1[N:6]([CH2:18][CH2:19][CH2:20][NH:21]C(=O)OC(C)(C)C)[C:7]2[C:16]3[CH:15]=[CH:14][CH:13]=[CH:12][C:11]=3[N:10]=[CH:9][C:8]=2[N:17]=1)[CH2:2][CH2:3][CH3:4].[ClH:29]. (6) Given the product [O:1]=[S:2]1(=[O:20])[N:7]([CH3:23])[CH2:6][CH2:5][CH2:4][N:3]1[C:9]1[CH:18]=[CH:17][C:12]([C:13]([OH:15])=[O:14])=[CH:11][C:10]=1[CH3:19], predict the reactants needed to synthesize it. The reactants are: [O:1]=[S:2]1(=[O:20])[NH:7][CH2:6][CH2:5][CH:4](C)[N:3]1[C:9]1[CH:18]=[CH:17][C:12]([C:13]([O:15]C)=[O:14])=[CH:11][C:10]=1[CH3:19].[OH-].[Li+].[CH2:23](O)C. (7) The reactants are: [C:1]([O:4][C:5]1[CH:10]=[CH:9][C:8]([N+:11]([O-])=O)=[CH:7][C:6]=1[O:14][CH3:15])(=[O:3])[CH3:2]. Given the product [C:1]([O:4][C:5]1[CH:10]=[CH:9][C:8]([NH2:11])=[CH:7][C:6]=1[O:14][CH3:15])(=[O:3])[CH3:2], predict the reactants needed to synthesize it. (8) Given the product [Cl:1][C:2]1[C:3]([CH3:26])=[N:4][O:5][C:6]=1[N:7]([CH2:20][O:21][CH2:22][CH2:23][O:24][CH3:25])[S:8]([C:11]1[C:19]2[C:14](=[N:15][CH:16]=[CH:17][CH:18]=2)[S:13][C:12]=1[CH:35]([OH:36])[C:34]1[CH:37]=[C:38]2[O:43][CH2:42][O:41][C:39]2=[CH:40][C:33]=1[CH3:32])(=[O:9])=[O:10], predict the reactants needed to synthesize it. The reactants are: [Cl:1][C:2]1[C:3]([CH3:26])=[N:4][O:5][C:6]=1[N:7]([CH2:20][O:21][CH2:22][CH2:23][O:24][CH3:25])[S:8]([C:11]1[C:19]2[C:14](=[N:15][CH:16]=[CH:17][CH:18]=2)[S:13][CH:12]=1)(=[O:10])=[O:9].[Li]C(C)(C)C.[CH3:32][C:33]1[CH:40]=[C:39]2[O:41][CH2:42][O:43][C:38]2=[CH:37][C:34]=1[CH:35]=[O:36]. (9) The reactants are: [CH3:1][C:2](=[CH:7]OS(C1C=CC(C)=CC=1)(=O)=O)[C:3]([O:5][CH3:6])=[O:4].[C:19]1([OH:25])[CH:24]=[CH:23][CH:22]=[CH:21][CH:20]=1.C(=O)([O-])[O-].[Cs+].[Cs+].O. Given the product [CH3:7]/[C:2](=[CH:1]\[O:25][C:19]1[CH:24]=[CH:23][CH:22]=[CH:21][CH:20]=1)/[C:3]([O:5][CH3:6])=[O:4], predict the reactants needed to synthesize it.